The task is: Predict the product of the given reaction.. This data is from Forward reaction prediction with 1.9M reactions from USPTO patents (1976-2016). (1) Given the reactants [C:1]([O:5][CH2:6][CH3:7])(=[O:4])[NH:2][NH2:3].O.C1(C)C=CC(S(O)(=O)=O)=CC=1.[Cl:20][C:21]1[CH:26]=[CH:25][C:24]([C:27](=O)[CH3:28])=[C:23]([CH3:30])[CH:22]=1, predict the reaction product. The product is: [Cl:20][C:21]1[CH:26]=[CH:25][C:24](/[C:27](=[N:3]/[NH:2][C:1]([O:5][CH2:6][CH3:7])=[O:4])/[CH3:28])=[C:23]([CH3:30])[CH:22]=1. (2) The product is: [CH2:1]([C:7]1[CH:12]=[CH:11][C:10]([O:13][C:14]2[CH:19]=[CH:18][CH:17]=[CH:16][CH:15]=2)=[C:9]([OH:20])[CH:8]=1)[CH2:2][CH2:3][CH2:4][CH2:5][CH3:6]. Given the reactants [CH2:1]([C:7]1[CH:12]=[CH:11][C:10]([O:13][C:14]2[CH:19]=[CH:18][CH:17]=[CH:16][CH:15]=2)=[C:9]([O:20]C)[CH:8]=1)[CH2:2][CH2:3][CH2:4][CH2:5][CH3:6].ClC1C=CC(OC2C=CC=CC=2)=C(OC)C=1.B(Br)(Br)Br, predict the reaction product. (3) Given the reactants [Se-2:1].[Na+].[Na+].Cl[C:5]([C:9]([CH3:12])([CH3:11])[CH3:10])=[CH:6][C:7]#[N:8].Cl[CH2:14][C:15]#[N:16].C[O-].[Na+], predict the reaction product. The product is: [NH2:8][C:7]1[CH:6]=[C:5]([C:9]([CH3:12])([CH3:11])[CH3:10])[Se:1][C:14]=1[C:15]#[N:16]. (4) Given the reactants [CH3:1][O:2][CH:3]([O:17][CH3:18])[CH2:4][C:5]1[CH:10]=[CH:9][CH:8]=[C:7]([N+:11]([O-])=O)[C:6]=1[N+:14]([O-])=O, predict the reaction product. The product is: [CH3:18][O:17][CH:3]([O:2][CH3:1])[CH2:4][C:5]1[CH:10]=[CH:9][CH:8]=[C:7]([NH2:11])[C:6]=1[NH2:14].